Predict the reactants needed to synthesize the given product. From a dataset of Full USPTO retrosynthesis dataset with 1.9M reactions from patents (1976-2016). (1) Given the product [NH2:1][C:2]1[C:11]2[C:6](=[C:7]([C:27]3[C:22]([O:21][CH3:20])=[N:23][C:24]([O:31][CH3:32])=[CH:25][CH:26]=3)[C:8]([F:12])=[CH:9][CH:10]=2)[N:5]=[N:4][C:3]=1[C:14]([NH:16][CH:17]1[CH2:19][CH2:18]1)=[O:15], predict the reactants needed to synthesize it. The reactants are: [NH2:1][C:2]1[C:11]2[C:6](=[C:7](I)[C:8]([F:12])=[CH:9][CH:10]=2)[N:5]=[N:4][C:3]=1[C:14]([NH:16][CH:17]1[CH2:19][CH2:18]1)=[O:15].[CH3:20][O:21][C:22]1[C:27](B(O)O)=[CH:26][CH:25]=[C:24]([O:31][CH3:32])[N:23]=1. (2) Given the product [CH:1]1([C:7]2[CH:12]=[CH:11][C:10]([C:13]3[NH:17][CH:16]=[C:15]([CH2:18][OH:19])[CH:14]=3)=[CH:9][CH:8]=2)[CH2:2][CH2:3][CH2:4][CH2:5][CH2:6]1, predict the reactants needed to synthesize it. The reactants are: [CH:1]1([C:7]2[CH:12]=[CH:11][C:10]([C:13]3[NH:17][CH:16]=[C:15]([C:18](OC)=[O:19])[CH:14]=3)=[CH:9][CH:8]=2)[CH2:6][CH2:5][CH2:4][CH2:3][CH2:2]1.[H-].C([Al+]CC(C)C)C(C)C.Cl. (3) Given the product [Cl:1][C:2]1[CH:3]=[CH:4][C:5]([C:6]([C@@:8]2([OH:32])[C@@H:12]([CH2:13][O:14][C:15](=[O:23])[C:16]3[CH:21]=[CH:20][C:19]([Cl:22])=[CH:18][CH:17]=3)[O:11][C@@H:68]([N:67]3[CH:70]=[CH:71][C:56]([NH2:58])=[N:55][C:65]3=[O:63])[CH2:69]2)=[O:7])=[CH:33][CH:34]=1, predict the reactants needed to synthesize it. The reactants are: [Cl:1][C:2]1[CH:34]=[CH:33][C:5]([C:6]([C@@:8]2([OH:32])[C@@H:12]([CH2:13][O:14][C:15](=[O:23])[C:16]3[CH:21]=[CH:20][C:19]([Cl:22])=[CH:18][CH:17]=3)[O:11][C@@H](N3C=CC(=O)NC3=O)C2)=[O:7])=[CH:4][CH:3]=1.C1(C)C=CC(S(Cl)(=O)=O)=CC=1.[C@@H]1([N:55]2C=CC(=O)[NH:58][C:56]2=O)O[C@H](CO)[C@@H](O)[C@H]1O.[OH2:63].N.[CH2:65]([N:67]([CH2:70][CH3:71])[CH2:68][CH3:69])C.